From a dataset of Full USPTO retrosynthesis dataset with 1.9M reactions from patents (1976-2016). Predict the reactants needed to synthesize the given product. Given the product [CH:1]([N:4]1[C:12]2[CH:11]=[C:10]([NH:13][C:14]3[CH:19]=[CH:18][N:17]=[C:16]([C:20]4[CH:21]=[N:22][N:23]([CH2:25][CH:26]5[CH2:30][CH2:29][NH:28][CH2:27]5)[CH:24]=4)[N:15]=3)[N:9]=[CH:8][C:7]=2[N:6]=[C:5]1[CH3:38])([CH3:3])[CH3:2], predict the reactants needed to synthesize it. The reactants are: [CH:1]([N:4]1[C:12]2[CH:11]=[C:10]([NH:13][C:14]3[CH:19]=[CH:18][N:17]=[C:16]([C:20]4[CH:21]=[N:22][N:23]([CH2:25][CH:26]5[CH2:30][CH2:29][N:28](C(OC(C)(C)C)=O)[CH2:27]5)[CH:24]=4)[N:15]=3)[N:9]=[CH:8][C:7]=2[N:6]=[C:5]1[CH3:38])([CH3:3])[CH3:2].ClCCl.CO.Cl.